Dataset: Reaction yield outcomes from USPTO patents with 853,638 reactions. Task: Predict the reaction yield, written as a fraction of the theoretical maximum amount of product (1.0 means a 100% yield; for example, 0.34 means a 34% yield). The catalyst is O. The yield is 0.780. The reactants are [Cl-].[NH4+:2].[OH-].[NH4+].O[CH:6]([C:9]1[CH:10]=[N:11][CH:12]=[CH:13][CH:14]=1)[C:7]#[N:8]. The product is [NH2:2][CH:6]([C:9]1[CH:10]=[N:11][CH:12]=[CH:13][CH:14]=1)[C:7]#[N:8].